Task: Predict the reaction yield, written as a fraction of the theoretical maximum amount of product (1.0 means a 100% yield; for example, 0.34 means a 34% yield).. Dataset: Reaction yield outcomes from USPTO patents with 853,638 reactions (1) The reactants are C1C=C(Cl)C=C(C(OO)=[O:9])C=1.[Cl:12][C:13]1[CH:14]=[CH:15][C:16]([S:36][C:37]2[CH:42]=[CH:41][CH:40]=[CH:39][CH:38]=2)=[C:17]([CH2:19][N:20]2[C:29](=[O:30])[C:28]3[C:23](=[CH:24][CH:25]=[C:26]([C:31]([F:34])([F:33])[F:32])[CH:27]=3)[NH:22][C:21]2=[O:35])[CH:18]=1. The catalyst is CCOC(C)=O. The product is [C:37]1([S:36]([C:16]2[CH:15]=[CH:14][C:13]([Cl:12])=[CH:18][C:17]=2[CH2:19][N:20]2[C:29](=[O:30])[C:28]3[C:23](=[CH:24][CH:25]=[C:26]([C:31]([F:32])([F:34])[F:33])[CH:27]=3)[NH:22][C:21]2=[O:35])=[O:9])[CH:38]=[CH:39][CH:40]=[CH:41][CH:42]=1. The yield is 0.580. (2) The reactants are [F:1][C:2]1[CH:7]=[CH:6][C:5]([C:8](=O)[CH2:9][CH:10]([C:13]#[N:14])[C:11]#[N:12])=[CH:4][CH:3]=1.C(O)(=O)C.[CH3:20][S-:21].[Na+]. The catalyst is CO. The product is [F:1][C:2]1[CH:7]=[CH:6][C:5]([C:8]2[NH:12][C:11]([S:21][CH3:20])=[C:10]([C:13]#[N:14])[CH:9]=2)=[CH:4][CH:3]=1. The yield is 0.780. (3) The reactants are [NH2:1][C:2]1[C:11]([Cl:12])=[CH:10][CH:9]=[CH:8][C:3]=1[C:4](OC)=[O:5].[H-].[H-].[H-].[H-].[Li+].[Al+3]. The catalyst is C1COCC1. The product is [NH2:1][C:2]1[C:11]([Cl:12])=[CH:10][CH:9]=[CH:8][C:3]=1[CH2:4][OH:5]. The yield is 0.750. (4) The reactants are Br[C:2]1[CH:3]=[C:4]([CH:8]=[CH:9][C:10]=1[CH3:11])[C:5]([OH:7])=[O:6].[Li]CCCC.CN([CH:20]=[O:21])C.Cl. The catalyst is O1CCCC1.O. The product is [CH:20]([C:2]1[CH:3]=[C:4]([CH:8]=[CH:9][C:10]=1[CH3:11])[C:5]([OH:7])=[O:6])=[O:21]. The yield is 0.980. (5) The product is [CH:1]1([C:5]2[O:9][N:8]=[C:7]([C:10]3[C:11]([Cl:17])=[CH:12][CH:13]=[CH:14][C:15]=3[Cl:16])[C:6]=2[CH2:18][O:19][C:21]2[CH:22]=[CH:23][C:24]([C:27]3[CH:28]=[C:29]4[C:34](=[CH:35][CH:36]=3)[C:33]([C:37]([O:39][CH3:40])=[O:38])=[CH:32][CH:31]=[CH:30]4)=[CH:25][CH:26]=2)[CH2:2][CH2:3][CH2:4]1. The reactants are [CH:1]1([C:5]2[O:9][N:8]=[C:7]([C:10]3[C:15]([Cl:16])=[CH:14][CH:13]=[CH:12][C:11]=3[Cl:17])[C:6]=2[CH2:18][OH:19])[CH2:4][CH2:3][CH2:2]1.O[C:21]1[CH:26]=[CH:25][C:24]([C:27]2[CH:28]=[C:29]3[C:34](=[CH:35][CH:36]=2)[C:33]([C:37]([O:39][CH3:40])=[O:38])=[CH:32][CH:31]=[CH:30]3)=[CH:23][CH:22]=1.C1(P(C2C=CC=CC=2)C2C=CC=CC=2)C=CC=CC=1.N(C(OC(C)C)=O)=NC(OC(C)C)=O. The catalyst is ClCCl. The yield is 0.250.